From a dataset of Catalyst prediction with 721,799 reactions and 888 catalyst types from USPTO. Predict which catalyst facilitates the given reaction. Reactant: [CH3:1][O:2][C:3]([CH:5]=P(C1C=CC=CC=1)(C1C=CC=CC=1)C1C=CC=CC=1)=[O:4].[OH:25][C:26]([C:45]([O:47][CH3:48])=[O:46])([CH2:33][CH2:34][CH2:35][CH2:36][CH2:37][CH2:38][CH2:39][CH2:40][CH2:41][CH2:42][CH2:43][CH3:44])[C:27](=O)[C:28]([O:30][CH3:31])=[O:29]. Product: [OH:25][C:26]([C:45]([O:47][CH3:48])=[O:46])([CH2:33][CH2:34][CH2:35][CH2:36][CH2:37][CH2:38][CH2:39][CH2:40][CH2:41][CH2:42][CH2:43][CH3:44])/[C:27](/[C:28]([O:30][CH3:31])=[O:29])=[CH:5]/[C:3]([O:2][CH3:1])=[O:4]. The catalyst class is: 2.